Dataset: Catalyst prediction with 721,799 reactions and 888 catalyst types from USPTO. Task: Predict which catalyst facilitates the given reaction. (1) Reactant: [NH:1]1[CH2:6][CH2:5][CH:4]([OH:7])[CH2:3][CH2:2]1.CCN(CC)CC.Cl[C:16]([O:18][CH:19]([CH3:21])[CH3:20])=[O:17]. Product: [OH:7][CH:4]1[CH2:5][CH2:6][N:1]([C:16]([O:18][CH:19]([CH3:21])[CH3:20])=[O:17])[CH2:2][CH2:3]1. The catalyst class is: 2. (2) Reactant: [Cl:1][C:2]1[CH:7]=[CH:6][C:5](SC2C=CC=CC=2C=O)=[CH:4][CH:3]=1.Cl[C:18]1[CH:19]=[C:20]([CH:25]=[CH:26][CH:27]=1)[C:21]([O:23]O)=O.[S:28](S([O-])=O)([O-:31])(=O)=[O:29].[Na+].[Na+]. Product: [Cl:1][C:2]1[CH:7]=[CH:6][C:5]([S:28]([C:19]2[CH:18]=[CH:27][CH:26]=[CH:25][C:20]=2[CH:21]=[O:23])(=[O:31])=[O:29])=[CH:4][CH:3]=1. The catalyst class is: 4. (3) Reactant: [Cl:1][C:2]1[CH:70]=[CH:69][CH:68]=[CH:67][C:3]=1[O:4][P:5](=[C:7]1[C@:11]([CH2:13][C:14]([O:16][C@@H:17]2[C@@H:21]([CH2:22][O:23]C(C3C=CC=CC=3)(C3C=CC(OC)=CC=3)C3C=CC(OC)=CC=3)[O:20][C@@H:19]([N:47]3[CH:55]=[C:53]([CH3:54])[C:51](=[O:52])[NH:50][C:48]3=[O:49])[CH2:18]2)=[O:15])([OH:12])[C@@H:10]([CH2:56][OH:57])[O:9][C@H:8]1[N:58]1[CH:66]=[C:64]([CH3:65])[C:62](=[O:63])[NH:61][C:59]1=[O:60])=[O:6].C1(S(O)(=O)=O)C=CC=CC=1. Product: [Cl:1][C:2]1[CH:70]=[CH:69][CH:68]=[CH:67][C:3]=1[O:4][P:5](=[C:7]1[C@:11]([CH2:13][C:14]([O:16][C@@H:17]2[C@@H:21]([CH2:22][OH:23])[O:20][C@@H:19]([N:47]3[CH:55]=[C:53]([CH3:54])[C:51](=[O:52])[NH:50][C:48]3=[O:49])[CH2:18]2)=[O:15])([OH:12])[C@@H:10]([CH2:56][OH:57])[O:9][C@H:8]1[N:58]1[CH:66]=[C:64]([CH3:65])[C:62](=[O:63])[NH:61][C:59]1=[O:60])=[O:6]. The catalyst class is: 98. (4) Reactant: [O:1]1[C:10]2[C:5](=[N:6][CH:7]=[CH:8][CH:9]=2)[CH:4]([N:11]([CH2:13][C:14]2[NH:18][C:17]3[CH:19]=[CH:20][CH:21]=[C:22]([N:23]4[CH2:28][CH2:27][N:26](C(OC(C)(C)C)=O)[CH2:25][CH2:24]4)[C:16]=3[N:15]=2)[CH3:12])[CH2:3][CH2:2]1.FC(F)(F)C(O)=O. Product: [CH3:12][N:11]([CH2:13][C:14]1[NH:18][C:17]2[CH:19]=[CH:20][CH:21]=[C:22]([N:23]3[CH2:24][CH2:25][NH:26][CH2:27][CH2:28]3)[C:16]=2[N:15]=1)[CH:4]1[C:5]2=[N:6][CH:7]=[CH:8][CH:9]=[C:10]2[O:1][CH2:2][CH2:3]1. The catalyst class is: 4. (5) Reactant: I[C:2]1[CH:33]=[CH:32][C:5]([C:6]([N:8]2[C:14]3[CH:15]=[CH:16][CH:17]=[CH:18][C:13]=3[CH2:12][N:11]3[C:19]([C:22]([NH:24][CH2:25][C:26]4[CH:27]=[N:28][CH:29]=[CH:30][CH:31]=4)=[O:23])=[CH:20][CH:21]=[C:10]3[CH2:9]2)=[O:7])=[CH:4][C:3]=1[CH3:34].[C:35]1(B(O)O)[CH:40]=[CH:39][CH:38]=[CH:37][CH:36]=1.C(=O)([O-])[O-].[K+].[K+]. Product: [CH3:34][C:3]1[CH:4]=[C:5]([C:6]([N:8]2[C:14]3[CH:15]=[CH:16][CH:17]=[CH:18][C:13]=3[CH2:12][N:11]3[C:19]([C:22]([NH:24][CH2:25][C:26]4[CH:27]=[N:28][CH:29]=[CH:30][CH:31]=4)=[O:23])=[CH:20][CH:21]=[C:10]3[CH2:9]2)=[O:7])[CH:32]=[CH:33][C:2]=1[C:35]1[CH:40]=[CH:39][CH:38]=[CH:37][CH:36]=1. The catalyst class is: 216. (6) Reactant: [OH:1][CH:2]1[CH2:7][CH2:6][N:5]([CH2:8][CH2:9][NH:10][C:11](=[O:46])[C@H:12]([CH3:45])[CH2:13][C@H:14]([OH:44])[C@@H:15]([NH:36]C(OC(C)(C)C)=O)[CH2:16][C@@H:17]([CH:33]([CH3:35])[CH3:34])[CH2:18][C:19]2[CH:24]=[CH:23][C:22]([O:25][CH3:26])=[C:21]([O:27][CH2:28][CH2:29][CH2:30][O:31][CH3:32])[CH:20]=2)[CH2:4][CH2:3]1.[ClH:47]. Product: [ClH:47].[ClH:47].[OH:1][CH:2]1[CH2:3][CH2:4][N:5]([CH2:8][CH2:9][NH:10][C:11](=[O:46])[C@H:12]([CH3:45])[CH2:13][C@H:14]([OH:44])[C@@H:15]([NH2:36])[CH2:16][C@@H:17]([CH:33]([CH3:35])[CH3:34])[CH2:18][C:19]2[CH:24]=[CH:23][C:22]([O:25][CH3:26])=[C:21]([O:27][CH2:28][CH2:29][CH2:30][O:31][CH3:32])[CH:20]=2)[CH2:6][CH2:7]1. The catalyst class is: 12. (7) Reactant: [F:1][C:2]1[CH:15]=[C:14]([N+:16]([O-])=O)[CH:13]=[CH:12][C:3]=1[C:4]([NH:6][C@@H:7]([CH3:11])[C:8]([OH:10])=[O:9])=[O:5]. The catalyst class is: 409. Product: [NH2:16][C:14]1[CH:13]=[CH:12][C:3]([C:4]([NH:6][C@@H:7]([CH3:11])[C:8]([OH:10])=[O:9])=[O:5])=[C:2]([F:1])[CH:15]=1. (8) Reactant: [CH2:1]([O:23][C:24]1[CH:36]=[CH:35][C:34]2[C:33]3[C:28](=[CH:29][CH:30]=[CH:31][CH:32]=3)[C:27]([C:38]3[CH:43]=[CH:42][C:41]([Cl:44])=[CH:40][CH:39]=3)(O)[C:26]=2[CH:25]=1)[CH2:2][CH2:3][CH2:4][CH2:5][CH2:6][CH2:7][CH2:8][CH2:9][CH2:10][CH2:11][CH2:12][CH2:13][CH2:14][CH2:15][CH2:16][CH2:17][CH2:18][CH2:19][CH2:20][CH2:21][CH3:22].C([Br:48])(=O)C. Product: [CH2:1]([O:23][C:24]1[CH:36]=[CH:35][C:34]2[C:33]3[C:28](=[CH:29][CH:30]=[CH:31][CH:32]=3)[C:27]([C:38]3[CH:43]=[CH:42][C:41]([Cl:44])=[CH:40][CH:39]=3)([Br:48])[C:26]=2[CH:25]=1)[CH2:2][CH2:3][CH2:4][CH2:5][CH2:6][CH2:7][CH2:8][CH2:9][CH2:10][CH2:11][CH2:12][CH2:13][CH2:14][CH2:15][CH2:16][CH2:17][CH2:18][CH2:19][CH2:20][CH2:21][CH3:22]. The catalyst class is: 22. (9) Reactant: Br[CH2:2][C:3]([C:5]1[CH:6]=[N:7][CH:8]=[CH:9][CH:10]=1)=O.Br.[CH3:12][O:13][C:14]1[CH:19]=[CH:18][C:17]([CH2:20][C:21]([NH2:23])=[O:22])=[CH:16][C:15]=1[NH:24][C:25]([NH2:27])=[S:26]. Product: [CH3:12][O:13][C:14]1[CH:19]=[CH:18][C:17]([CH2:20][C:21]([NH2:23])=[O:22])=[CH:16][C:15]=1[NH:24][C:25]1[S:26][CH:2]=[C:3]([C:5]2[CH:6]=[N:7][CH:8]=[CH:9][CH:10]=2)[N:27]=1. The catalyst class is: 14.